From a dataset of Catalyst prediction with 721,799 reactions and 888 catalyst types from USPTO. Predict which catalyst facilitates the given reaction. (1) Reactant: [CH3:1][C:2]1[CH:7]=[C:6]([CH3:8])[CH:5]=[CH:4][C:3]=1[NH:9][C:10](=[O:33])[CH2:11][N:12]([CH2:19][C:20]1[CH:32]=[CH:31][C:23]([O:24][C:25]([CH3:30])([CH3:29])[C:26]([OH:28])=[O:27])=[CH:22][CH:21]=1)[CH2:13][C:14]1[O:15][CH:16]=[CH:17][CH:18]=1.[OH-].[Na+:35]. Product: [Na+:35].[CH3:1][C:2]1[CH:7]=[C:6]([CH3:8])[CH:5]=[CH:4][C:3]=1[NH:9][C:10](=[O:33])[CH2:11][N:12]([CH2:19][C:20]1[CH:21]=[CH:22][C:23]([O:24][C:25]([CH3:30])([CH3:29])[C:26]([O-:28])=[O:27])=[CH:31][CH:32]=1)[CH2:13][C:14]1[O:15][CH:16]=[CH:17][CH:18]=1. The catalyst class is: 8. (2) Reactant: [Cl:1][C:2]1[CH:10]=[CH:9][C:8]2[NH:7][C:6]3[CH:11]([F:16])[CH2:12][N:13]([CH3:15])[CH2:14][C:5]=3[C:4]=2[CH:3]=1.[F:17][C:18]([F:28])([F:27])[C:19]1[CH:24]=[CH:23][C:22]([CH:25]=[CH2:26])=[CH:21][N:20]=1.[OH-].[K+]. Product: [Cl:1][C:2]1[CH:10]=[CH:9][C:8]2[N:7]([CH2:26][CH2:25][C:22]3[CH:21]=[N:20][C:19]([C:18]([F:28])([F:17])[F:27])=[CH:24][CH:23]=3)[C:6]3[CH:11]([F:16])[CH2:12][N:13]([CH3:15])[CH2:14][C:5]=3[C:4]=2[CH:3]=1. The catalyst class is: 37. (3) Reactant: Cl[C:2]1[C:3]2[CH:10]=[CH:9][NH:8][C:4]=2[N:5]=[CH:6][N:7]=1.[NH:11]1[C:15]2=[N:16][CH:17]=[C:18]([NH2:20])[CH:19]=[C:14]2[CH:13]=[N:12]1.Cl. Product: [N:5]1[C:4]2[NH:8][CH:9]=[CH:10][C:3]=2[C:2]([NH:20][C:18]2[CH:19]=[C:14]3[CH:13]=[N:12][NH:11][C:15]3=[N:16][CH:17]=2)=[N:7][CH:6]=1. The catalyst class is: 8. (4) Reactant: [NH2:1][C:2]1[CH:40]=[C:39]([CH3:41])[CH:38]=[CH:37][C:3]=1[CH2:4][C:5]1[CH:10]=[C:9]([F:11])[C:8]([N:12]2[S:16](=[O:18])(=[O:17])[N:15]([CH2:19][O:20][CH2:21][C:22]3[CH:27]=[CH:26][CH:25]=[CH:24][CH:23]=3)[C:14](=[O:28])[CH2:13]2)=[C:7]([O:29][CH2:30][C:31]2[CH:36]=[CH:35][CH:34]=[CH:33][CH:32]=2)[CH:6]=1.[CH3:42][S:43](Cl)(=[O:45])=[O:44]. Product: [CH2:30]([O:29][C:7]1[CH:6]=[C:5]([CH:10]=[C:9]([F:11])[C:8]=1[N:12]1[CH2:13][C:14](=[O:28])[N:15]([CH2:19][O:20][CH2:21][C:22]2[CH:23]=[CH:24][CH:25]=[CH:26][CH:27]=2)[S:16]1(=[O:17])=[O:18])[CH2:4][C:3]1[CH:37]=[CH:38][C:39]([CH3:41])=[CH:40][C:2]=1[NH:1][S:43]([CH3:42])(=[O:45])=[O:44])[C:31]1[CH:32]=[CH:33][CH:34]=[CH:35][CH:36]=1. The catalyst class is: 436.